Task: Predict the reactants needed to synthesize the given product.. Dataset: Full USPTO retrosynthesis dataset with 1.9M reactions from patents (1976-2016) (1) Given the product [CH:2]1([NH:8][C:9]2[C:14]([CH3:15])=[C:13]([CH3:16])[N:12]=[C:11]([NH:32][CH2:31][C:30]3[CH:33]=[CH:34][C:27]([C:26]([F:35])([F:36])[F:25])=[CH:28][CH:29]=3)[N:10]=2)[CH2:3][CH2:4][CH2:5][CH2:6][CH2:7]1, predict the reactants needed to synthesize it. The reactants are: Cl.[CH:2]1([NH:8][C:9]2[C:14]([CH3:15])=[C:13]([CH3:16])[N:12]=[C:11](NCC3C=CC=CN=3)[N:10]=2)[CH2:7][CH2:6][CH2:5][CH2:4][CH2:3]1.[F:25][C:26]([F:36])([F:35])[C:27]1[CH:34]=[CH:33][C:30]([CH2:31][NH2:32])=[CH:29][CH:28]=1. (2) Given the product [CH:1]1([CH2:4][C:5]([NH:22][C:20]2[N:21]=[C:16]3[CH:15]=[CH:14][C:13]([I:12])=[N:18][N:17]3[CH:19]=2)=[O:7])[CH2:2][CH2:3]1, predict the reactants needed to synthesize it. The reactants are: [CH:1]1([CH2:4][C:5]([OH:7])=O)[CH2:3][CH2:2]1.S(Cl)(Cl)=O.[I:12][C:13]1[CH:14]=[CH:15][C:16]2[N:17]([CH:19]=[C:20]([NH2:22])[N:21]=2)[N:18]=1.C(=O)([O-])O.[Na+].